Dataset: TCR-epitope binding with 47,182 pairs between 192 epitopes and 23,139 TCRs. Task: Binary Classification. Given a T-cell receptor sequence (or CDR3 region) and an epitope sequence, predict whether binding occurs between them. (1) The epitope is RPRGEVRFL. The TCR CDR3 sequence is CASSLVVGVPFTDTQYF. Result: 0 (the TCR does not bind to the epitope). (2) The epitope is TLIGDCATV. The TCR CDR3 sequence is CASSLILGQGFDGNQPQHF. Result: 1 (the TCR binds to the epitope). (3) The epitope is IIKDYGKQM. The TCR CDR3 sequence is CASSSPDRVYAETQYF. Result: 0 (the TCR does not bind to the epitope). (4) The epitope is KEIDRLNEV. The TCR CDR3 sequence is CASSGPGGVDEQFF. Result: 0 (the TCR does not bind to the epitope).